Dataset: Reaction yield outcomes from USPTO patents with 853,638 reactions. Task: Predict the reaction yield, written as a fraction of the theoretical maximum amount of product (1.0 means a 100% yield; for example, 0.34 means a 34% yield). (1) The reactants are P(Br)(Br)[Br:2].[C:5]([N:12]1[C:20]2[C:15](=[C:16]([CH2:21]O)[CH:17]=[CH:18][CH:19]=2)[CH:14]=[CH:13]1)([O:7][C:8]([CH3:11])([CH3:10])[CH3:9])=[O:6].C([O-])(O)=O.[Na+]. The catalyst is CCOCC.C(Cl)Cl. The product is [Br:2][CH2:21][C:16]1[CH:17]=[CH:18][CH:19]=[C:20]2[C:15]=1[CH:14]=[CH:13][N:12]2[C:5]([O:7][C:8]([CH3:11])([CH3:10])[CH3:9])=[O:6]. The yield is 0.840. (2) The reactants are [OH:1][C:2]1[C:3]([C:18]([NH:20][CH2:21][C:22]([O:24]CC)=[O:23])=[O:19])=[C:4]2[C:9](=[C:10]([C:12]3[CH:17]=[CH:16][CH:15]=[CH:14][CH:13]=3)[CH:11]=1)[N:8]=[CH:7][CH:6]=[N:5]2.[OH-].[Na+]. The catalyst is CO.O1CCCC1. The product is [OH:1][C:2]1[C:3]([C:18]([NH:20][CH2:21][C:22]([OH:24])=[O:23])=[O:19])=[C:4]2[C:9](=[C:10]([C:12]3[CH:13]=[CH:14][CH:15]=[CH:16][CH:17]=3)[CH:11]=1)[N:8]=[CH:7][CH:6]=[N:5]2. The yield is 0.930. (3) The reactants are F[C:2]1[C:7]([CH:8]2[CH2:11][N:10]([C:12]([O:14][C:15]([CH3:18])([CH3:17])[CH3:16])=[O:13])[CH2:9]2)=[CH:6][CH:5]=[CH:4][N:3]=1.[C:19]1([Mg]Br)[CH:24]=[CH:23][CH:22]=[CH:21][CH:20]=1. The catalyst is C1COCC1.C/C(/[O-])=C/C(C)=O.C/C(/[O-])=C/C(C)=O.[Ni+2].C1C=CC(P(C2C=CC=CC=2)[C-]2C=CC=C2)=CC=1.C1C=CC(P(C2C=CC=CC=2)[C-]2C=CC=C2)=CC=1.[Fe+2]. The product is [C:15]([O:14][C:12]([N:10]1[CH2:11][CH:8]([C:7]2[C:2]([C:19]3[CH:24]=[CH:23][CH:22]=[CH:21][CH:20]=3)=[N:3][CH:4]=[CH:5][CH:6]=2)[CH2:9]1)=[O:13])([CH3:18])([CH3:17])[CH3:16]. The yield is 0.780. (4) The reactants are N.CC(C)([O-:5])C.[K+].[Br:8][C:9]1[CH:10]=[N:11][CH:12]=[C:13]([N+:16]([O-:18])=[O:17])[C:14]=1[Cl:15].C(OO)(C)(C)C. The catalyst is C1COCC1. The product is [Br:8][C:9]1[C:10](=[O:5])[NH:11][CH:12]=[C:13]([N+:16]([O-:18])=[O:17])[C:14]=1[Cl:15]. The yield is 0.960. (5) The reactants are [N:1]1([C:6]2[N:11]=[CH:10][C:9]([C:12](=[O:14])[CH3:13])=[CH:8][CH:7]=2)[CH:5]=[N:4][CH:3]=[N:2]1.[Cl:15][C:16]1[CH:17]=[C:18]([C:23](=[O:28])[C:24]([F:27])([F:26])[F:25])[CH:19]=[C:20]([Cl:22])[CH:21]=1.C(N(CCCC)CCCC)CCC. The product is [N:1]1([C:6]2[N:11]=[CH:10][C:9]([C:12](=[O:14])[CH2:13][C:23]([C:18]3[CH:19]=[C:20]([Cl:22])[CH:21]=[C:16]([Cl:15])[CH:17]=3)([OH:28])[C:24]([F:27])([F:26])[F:25])=[CH:8][CH:7]=2)[CH:5]=[N:4][CH:3]=[N:2]1. The yield is 0.731. The catalyst is C1(C)C=CC=CC=1.